This data is from Full USPTO retrosynthesis dataset with 1.9M reactions from patents (1976-2016). The task is: Predict the reactants needed to synthesize the given product. (1) Given the product [OH:35][C:36]([CH3:40])([CH3:37])[C:28]([N:22]1[CH2:23][CH2:24][NH:25][CH2:26][CH2:27]1)=[O:30], predict the reactants needed to synthesize it. The reactants are: C1C2C3=CC4C=CC(C(N)=O)=CC=4N3CC=CC=2C=CC=1.[N:22]1([C:28]([O:30]C(C)(C)C)=O)[CH2:27][CH2:26][NH:25][CH2:24][CH2:23]1.[OH:35][C:36](C)([CH3:40])[C:37](O)=O.CN(C(ON1N=NC2C=CC=NC1=2)=[N+](C)C)C.F[P-](F)(F)(F)(F)F.Cl. (2) Given the product [Cl:3][C:4]1[CH:9]=[CH:8][C:7]([C:10](=[N:18][O:19][CH3:20])[CH2:11][CH2:12][C:13]([OH:15])=[O:14])=[CH:6][CH:5]=1, predict the reactants needed to synthesize it. The reactants are: [OH-].[Li+].[Cl:3][C:4]1[CH:9]=[CH:8][C:7]([C:10](=[N:18][O:19][CH3:20])[CH2:11][CH2:12][C:13]([O:15]CC)=[O:14])=[CH:6][CH:5]=1.Cl. (3) The reactants are: [C:1]([C:3]1[CH:4]=[C:5]2[C:10](=[CH:11][C:12]=1F)[O:9][CH2:8][CH2:7][CH:6]2[C:14]([O:16][CH3:17])=[O:15])#[N:2].[OH:18][C:19]1[CH:31]=[CH:30][C:22]([C:23]([O:25][C:26]([CH3:29])([CH3:28])[CH3:27])=[O:24])=[CH:21][CH:20]=1.C(=O)([O-])[O-].[K+].[K+]. Given the product [C:26]([O:25][C:23]([C:22]1[CH:21]=[CH:20][C:19]([O:18][C:12]2[CH:11]=[C:10]3[C:5]([CH:6]([C:14]([O:16][CH3:17])=[O:15])[CH2:7][CH2:8][O:9]3)=[CH:4][C:3]=2[C:1]#[N:2])=[CH:31][CH:30]=1)=[O:24])([CH3:29])([CH3:27])[CH3:28], predict the reactants needed to synthesize it. (4) Given the product [F:17][C:14]1[CH:15]=[C:16]2[C:11]([C:10]([C:18]3[CH:19]=[CH:20][C:21]4[S:25](=[O:27])(=[O:26])[NH:24][CH:23]([C:28]([O:30][CH3:31])=[O:29])[C:22]=4[CH:32]=3)=[CH:9][NH:8]2)=[CH:12][CH:13]=1, predict the reactants needed to synthesize it. The reactants are: C(OC([N:8]1[C:16]2[C:11](=[CH:12][CH:13]=[C:14]([F:17])[CH:15]=2)[C:10]([C:18]2[CH:19]=[CH:20][C:21]3[S:25](=[O:27])(=[O:26])[NH:24][CH:23]([C:28]([O:30][CH3:31])=[O:29])[C:22]=3[CH:32]=2)=[CH:9]1)=O)(C)(C)C.Cl.CO. (5) Given the product [C:24]([NH:28][C:20]([C:11]1[CH:12]=[C:13]([C:14]2[N:15]=[N:16][CH:17]=[CH:18][CH:19]=2)[N:9]([C:6]2[CH:7]=[N:8][C:3]([O:2][CH3:1])=[CH:4][CH:5]=2)[N:10]=1)=[O:22])([CH3:27])([CH3:26])[CH3:25], predict the reactants needed to synthesize it. The reactants are: [CH3:1][O:2][C:3]1[N:8]=[CH:7][C:6]([N:9]2[C:13]([C:14]3[N:15]=[N:16][CH:17]=[CH:18][CH:19]=3)=[CH:12][C:11]([C:20]([O-:22])=O)=[N:10]2)=[CH:5][CH:4]=1.[Li+].[C:24]([NH2:28])([CH3:27])([CH3:26])[CH3:25].